From a dataset of Experimentally validated miRNA-target interactions with 360,000+ pairs, plus equal number of negative samples. Binary Classification. Given a miRNA mature sequence and a target amino acid sequence, predict their likelihood of interaction. (1) The miRNA is hsa-miR-23a-3p with sequence AUCACAUUGCCAGGGAUUUCC. The protein sequence of the target gene is MSNKEGSGGFRKRKHDNFPHNQRREGKDVNSSSPVMLAFKSFQQELDARHDKYERLVKLSRDITVESKRTIFLLHRITSAPDMEDILTESEIKLDGVRQKIFQVAQELSGEDMHQFHRAITTGLQEYVEAVSFQHFIKTRSLISMDEINKQLIFTTEDNGKENKTPSSDAQDKQFGTWRLRVTPVDYLLGVADLTGELMRMCINSVGNGDIDTPFEVSQFLRQVYDGFSFIGNTGPYEVSKKLYTLKQSLAKVENACYALKVRGSEIPKHMLADVFSVKTEMIDQEEGIS. Result: 1 (interaction). (2) The miRNA is hsa-miR-222-3p with sequence AGCUACAUCUGGCUACUGGGU. The protein sequence of the target gene is MANEDCPKAADSPFSSDKHAQLILAQINKMRNGQHFCDVQLQVGQESFKAHRLVLAASSPYFAALFTGGMKESSKDVVPILGIEAGIFQILLDFIYTGIVNIGVNNVQELIIAADMLQLTEVVHLCCEFLKGQIDPLNCIGIFQFSEQIACHDLLEFSENYIHVHFLEVHSGEEFLALTKDQLIKILRSEELSIEDEYQVFLAAMQWILKDLGKRRKHVVEVLDPIRFPLLPPQRLLKYIEGVSDFNLRVALQTLLKEYCEVCKSPKENKFCSFLQTSKVRPRKKARKYLYAVGGYTRLQ.... Result: 1 (interaction).